Task: Predict the reactants needed to synthesize the given product.. Dataset: Full USPTO retrosynthesis dataset with 1.9M reactions from patents (1976-2016) (1) Given the product [CH3:33][C:2]1[C:3]([NH:12][C@H:13]2[CH2:17][CH2:16][CH2:15][C@@H:14]2[NH:18][C:19]([C:21]2[C:26]([N:27]3[N:28]=[CH:29][CH:30]=[N:31]3)=[CH:25][CH:24]=[CH:23][N:22]=2)=[O:20])=[N:4][CH:5]=[C:6]([C:8]([F:10])([F:9])[F:11])[CH:7]=1, predict the reactants needed to synthesize it. The reactants are: Cl[C:2]1[C:3]([NH:12][C@H:13]2[CH2:17][CH2:16][CH2:15][C@@H:14]2[NH:18][C:19]([C:21]2[C:26]([N:27]3[N:31]=[CH:30][CH:29]=[N:28]3)=[CH:25][CH:24]=[CH:23][N:22]=2)=[O:20])=[N:4][CH:5]=[C:6]([C:8]([F:11])([F:10])[F:9])[CH:7]=1.Cl.[CH3:33]C1C(N[C@H]2CCC[C@@H]2N)=NC=C(C(F)(F)F)C=1.N1N(C2C(C(O)=O)=NC=CC=2)N=CC=1. (2) Given the product [Cl:1][C:2]1[C:3]([O:18][CH2:20][CH3:21])=[C:4]([CH:9]=[C:10]([CH:15]2[CH2:16][CH2:17]2)[C:11]=1[CH:12]1[CH2:14][CH2:13]1)[C:5]([O:7][CH3:8])=[O:6], predict the reactants needed to synthesize it. The reactants are: [Cl:1][C:2]1[C:3]([OH:18])=[C:4]([CH:9]=[C:10]([CH:15]2[CH2:17][CH2:16]2)[C:11]=1[CH:12]1[CH2:14][CH2:13]1)[C:5]([O:7][CH3:8])=[O:6].I[CH2:20][CH3:21]. (3) Given the product [CH2:1]([O:3][C:4]([C:6]1[CH:7]=[CH:8][C:9]([C:12]2[CH:17]=[C:16]([NH:18][C:33]([N:27]3[CH2:32][CH2:31][O:30][CH2:29][CH2:28]3)=[O:34])[CH:15]=[CH:14][C:13]=2[CH3:19])=[CH:10][CH:11]=1)=[O:5])[CH3:2], predict the reactants needed to synthesize it. The reactants are: [CH2:1]([O:3][C:4]([C:6]1[CH:11]=[CH:10][C:9]([C:12]2[CH:17]=[C:16]([NH2:18])[CH:15]=[CH:14][C:13]=2[CH3:19])=[CH:8][CH:7]=1)=[O:5])[CH3:2].C(N(CC)CC)C.[N:27]1([C:33](Cl)=[O:34])[CH2:32][CH2:31][O:30][CH2:29][CH2:28]1. (4) Given the product [C:9]([O:13][C:14]([N:16]1[CH2:21][CH2:20][N:19]([C:22]([O:24][C:25]([CH3:28])([CH3:27])[CH3:26])=[O:23])[CH2:18][CH:17]1[CH2:29][CH2:30][N:5]1[CH2:6][CH2:7][O:3][C:4]1=[O:45])=[O:15])([CH3:12])([CH3:11])[CH3:10], predict the reactants needed to synthesize it. The reactants are: [H-].[Na+].[O:3]1[CH2:7][C:6](=O)[N:5]=[C-:4]1.[C:9]([O:13][C:14]([N:16]1[CH2:21][CH2:20][N:19]([C:22]([O:24][C:25]([CH3:28])([CH3:27])[CH3:26])=[O:23])[CH2:18][CH:17]1[CH2:29][CH2:30]OS(C1C=CC(C)=CC=1)(=O)=O)=[O:15])([CH3:12])([CH3:11])[CH3:10].CN(C)C=[O:45]. (5) Given the product [CH3:1][N:2]1[CH2:7][CH2:6][N:5]([C:8]([O:10][C@@H:11]2[N:20]([C:21]3[CH:22]=[CH:23][C:24]([Cl:27])=[CH:25][N:26]=3)[C:18](=[O:19])[C:13]3[N:14]=[CH:15][CH:16]=[N:17][C:12]2=3)=[O:9])[CH2:4][CH2:3]1.[C:33]([C@@H:31]([C@H:29]([C:28]([O-:37])=[O:36])[OH:30])[OH:32])([O-:35])=[O:34], predict the reactants needed to synthesize it. The reactants are: [CH3:1][N:2]1[CH2:7][CH2:6][N:5]([C:8]([O:10][C@@H:11]2[N:20]([C:21]3[CH:22]=[CH:23][C:24]([Cl:27])=[CH:25][N:26]=3)[C:18](=[O:19])[C:13]3[N:14]=[CH:15][CH:16]=[N:17][C:12]2=3)=[O:9])[CH2:4][CH2:3]1.[C:28]([OH:37])(=[O:36])[C@@H:29]([C@H:31]([C:33]([OH:35])=[O:34])[OH:32])[OH:30].CN1CCN(C(OC2N(C3C=CC(Cl)=CN=3)C(=O)C3N=CC=NC2=3)=O)CC1.C([C@@H]([C@H](C([O-])=O)O)O)([O-])=O. (6) Given the product [F:20][C:11]1[CH:12]=[C:13]([C:15]2[CH:16]=[N:17][NH:18][CH:19]=2)[CH:14]=[C:9]([OH:8])[C:10]=1[C:21]1[S:25][C:24]([N:26]2[CH2:27][C:28]3([CH2:34][CH2:33][N:32]([C:35]([O:37][C:38]([CH3:41])([CH3:40])[CH3:39])=[O:36])[CH2:31][CH2:30]3)[CH2:29]2)=[N:23][N:22]=1, predict the reactants needed to synthesize it. The reactants are: C([O:8][C:9]1[CH:14]=[C:13]([C:15]2[CH:16]=[N:17][NH:18][CH:19]=2)[CH:12]=[C:11]([F:20])[C:10]=1[C:21]1[S:25][C:24]([N:26]2[CH2:29][C:28]3([CH2:34][CH2:33][N:32]([C:35]([O:37][C:38]([CH3:41])([CH3:40])[CH3:39])=[O:36])[CH2:31][CH2:30]3)[CH2:27]2)=[N:23][N:22]=1)C1C=CC=CC=1. (7) Given the product [NH2:1][C:2]1[N:7]=[C:6]([C:8]2[CH:9]=[CH:10][CH:11]=[CH:12][CH:13]=2)[C:5]([C:14]2[CH:15]=[CH:16][C:17](=[O:23])[N:18]([CH:20]([CH3:21])[CH3:22])[N:19]=2)=[CH:4][C:3]=1[I:24], predict the reactants needed to synthesize it. The reactants are: [NH2:1][C:2]1[N:7]=[C:6]([C:8]2[CH:13]=[CH:12][CH:11]=[CH:10][CH:9]=2)[C:5]([C:14]2[CH:15]=[CH:16][C:17](=[O:23])[N:18]([CH:20]([CH3:22])[CH3:21])[N:19]=2)=[CH:4][CH:3]=1.[I:24]N1C(=O)CCC1=O.C([O-])(O)=O.[Na+].CCOC(C)=O. (8) Given the product [CH3:10][C:9]([CH3:12])([CH3:11])[C:8]([C:5]1[CH:6]=[CH:7][C:2]([B:24]2[O:25][C:26]([CH3:28])([CH3:27])[C:22]([CH3:38])([CH3:21])[O:23]2)=[CH:3][C:4]=1[CH3:20])([C:14]1[CH:15]=[N:16][CH:17]=[N:18][CH:19]=1)[OH:13], predict the reactants needed to synthesize it. The reactants are: Br[C:2]1[CH:7]=[CH:6][C:5]([C:8]([C:14]2[CH:15]=[N:16][CH:17]=[N:18][CH:19]=2)([OH:13])[C:9]([CH3:12])([CH3:11])[CH3:10])=[C:4]([CH3:20])[CH:3]=1.[CH3:21][C:22]1([CH3:38])[C:26]([CH3:28])([CH3:27])[O:25][B:24]([B:24]2[O:25][C:26]([CH3:28])([CH3:27])[C:22]([CH3:38])([CH3:21])[O:23]2)[O:23]1.C([O-])(=O)C.[K+]. (9) Given the product [ClH:32].[CH:1]1([C:4]2[C:5]([O:15][C@@H:16]3[CH2:21][CH2:20][CH2:19][N:18]([C@H:22]([C:26]4[CH:31]=[C:30]([Cl:32])[CH:29]=[C:28]([Cl:33])[CH:27]=4)[CH2:23][O:24][CH3:25])[CH2:17]3)=[CH:6][C:7]([F:14])=[C:8]([CH:13]=2)[C:9]([OH:11])=[O:10])[CH2:3][CH2:2]1, predict the reactants needed to synthesize it. The reactants are: [CH:1]1([C:4]2[C:5]([O:15][C@@H:16]3[CH2:21][CH2:20][CH2:19][N:18]([CH:22]([C:26]4[CH:31]=[C:30]([Cl:32])[CH:29]=[C:28]([Cl:33])[CH:27]=4)[CH2:23][O:24][CH3:25])[CH2:17]3)=[CH:6][C:7]([F:14])=[C:8]([CH:13]=2)[C:9]([O:11]C)=[O:10])[CH2:3][CH2:2]1.[OH-].[Li+]. (10) The reactants are: C(N(CC)CC)C.[C:8]([O:11][C@H:12]1[C@@H:16]([O:17][C:18](=[O:20])[CH3:19])[C@H:15]([N:21]2[CH:29]=[N:28][C:27]3[C:22]2=[N:23][C:24]([C:31]#[N:32])=[N:25][C:26]=3Cl)[O:14][C@@H:13]1[CH2:33][O:34][C:35](=[O:37])[CH3:36])(=[O:10])[CH3:9].[CH:38]1[C:50]2[CH:49]([CH2:51][NH2:52])[C:48]3[C:43](=[CH:44][CH:45]=[CH:46][CH:47]=3)[C:42]=2[CH:41]=[CH:40][CH:39]=1. Given the product [C:8]([O:11][C@H:12]1[C@@H:16]([O:17][C:18](=[O:20])[CH3:19])[C@H:15]([N:21]2[CH:29]=[N:28][C:27]3[C:22]2=[N:23][C:24]([C:31]#[N:32])=[N:25][C:26]=3[NH:52][CH2:51][CH:49]2[C:50]3[CH:38]=[CH:39][CH:40]=[CH:41][C:42]=3[C:43]3[C:48]2=[CH:47][CH:46]=[CH:45][CH:44]=3)[O:14][C@@H:13]1[CH2:33][O:34][C:35](=[O:37])[CH3:36])(=[O:10])[CH3:9], predict the reactants needed to synthesize it.